Dataset: Forward reaction prediction with 1.9M reactions from USPTO patents (1976-2016). Task: Predict the product of the given reaction. (1) Given the reactants [F:1][C:2]1([F:22])[CH2:6][C@H:5]([CH2:7][OH:8])[N:4]([CH2:9][CH2:10][CH2:11][C:12]2[S:16][C:15]([C:17]([O:19][CH3:20])=[O:18])=[CH:14][CH:13]=2)[C:3]1=[O:21].FC1(F)C[C@H](CO)N(CCCCCCC(OC)=O)C1=O, predict the reaction product. The product is: [F:22][C:2]1([F:1])[CH2:6][C@H:5]([CH:7]=[O:8])[N:4]([CH2:9][CH2:10][CH2:11][C:12]2[S:16][C:15]([C:17]([O:19][CH3:20])=[O:18])=[CH:14][CH:13]=2)[C:3]1=[O:21]. (2) Given the reactants [NH2:1][C:2]1[C:3]([Cl:16])=[C:4]([NH:9][S:10]([CH2:13][CH2:14][CH3:15])(=[O:12])=[O:11])[CH:5]=[CH:6][C:7]=1[F:8].N1C=CC=CC=1.[Cl:23][C:24]1[C:33]2[C:28](=[C:29]([C:34](Cl)=[O:35])[CH:30]=[CH:31][CH:32]=2)[N:27]=[CH:26][N:25]=1, predict the reaction product. The product is: [Cl:23][C:24]1[C:33]2[C:28](=[C:29]([C:34]([NH:1][C:2]3[C:7]([F:8])=[CH:6][CH:5]=[C:4]([NH:9][S:10]([CH2:13][CH2:14][CH3:15])(=[O:12])=[O:11])[C:3]=3[Cl:16])=[O:35])[CH:30]=[CH:31][CH:32]=2)[N:27]=[CH:26][N:25]=1. (3) The product is: [CH2:1]([O:8][C:9]1[CH:14]=[C:13]([O:15][CH2:16][C:17]2[CH:22]=[CH:21][CH:20]=[CH:19][CH:18]=2)[CH:12]=[CH:11][C:10]=1[C:23]1[NH:34][C:26]2[CH:27]=[C:28]([C:30]([O:32][CH3:33])=[O:31])[S:29][C:25]=2[CH:24]=1)[C:2]1[CH:7]=[CH:6][CH:5]=[CH:4][CH:3]=1. Given the reactants [CH2:1]([O:8][C:9]1[CH:14]=[C:13]([O:15][CH2:16][C:17]2[CH:22]=[CH:21][CH:20]=[CH:19][CH:18]=2)[CH:12]=[CH:11][C:10]=1/[CH:23]=[CH:24]/[C:25]1[S:29][C:28]([C:30]([O:32][CH3:33])=[O:31])=[CH:27][C:26]=1[N+:34]([O-])=O)[C:2]1[CH:7]=[CH:6][CH:5]=[CH:4][CH:3]=1.P(OCC)(OCC)OCC.C(OCC)(=O)C, predict the reaction product.